From a dataset of Forward reaction prediction with 1.9M reactions from USPTO patents (1976-2016). Predict the product of the given reaction. The product is: [CH:1]1([N:6]2[CH2:7][CH2:8][N:9]([C:12]([C:14]3[CH:15]=[C:16]4[C:20](=[CH:21][CH:22]=3)[N:19]([C:39]3[CH:38]=[CH:37][CH:36]=[C:35]([O:34][CH3:33])[CH:40]=3)[C:18]([C:23]([N:25]3[CH2:26][CH2:27][C:28]([F:31])([F:32])[CH2:29][CH2:30]3)=[O:24])=[CH:17]4)=[O:13])[CH2:10][CH2:11]2)[CH2:5][CH2:4][CH2:3][CH2:2]1. Given the reactants [CH:1]1([N:6]2[CH2:11][CH2:10][N:9]([C:12]([C:14]3[CH:15]=[C:16]4[C:20](=[CH:21][CH:22]=3)[NH:19][C:18]([C:23]([N:25]3[CH2:30][CH2:29][C:28]([F:32])([F:31])[CH2:27][CH2:26]3)=[O:24])=[CH:17]4)=[O:13])[CH2:8][CH2:7]2)[CH2:5][CH2:4][CH2:3][CH2:2]1.[CH3:33][O:34][C:35]1[CH:36]=[C:37](B(O)O)[CH:38]=[CH:39][CH:40]=1.N1C=CC=CC=1, predict the reaction product.